This data is from Full USPTO retrosynthesis dataset with 1.9M reactions from patents (1976-2016). The task is: Predict the reactants needed to synthesize the given product. (1) Given the product [C:1]1([CH3:11])[CH:2]=[CH:3][C:4]([S:7]([O-:10])(=[O:8])=[O:9])=[CH:5][CH:6]=1.[Cl:12][C:13]1[CH:14]=[C:15]2[C:20](=[CH:21][CH:22]=1)[N:19]=[C:18]([NH:23][C:24]([NH2:26])=[NH2+:25])[N:17]=[C:16]2[C:27]1[CH:32]=[CH:31][CH:30]=[CH:29][C:28]=1[NH2:33], predict the reactants needed to synthesize it. The reactants are: [C:1]1([CH3:11])[CH:6]=[CH:5][C:4]([S:7]([O-:10])(=[O:9])=[O:8])=[CH:3][CH:2]=1.[Cl:12][C:13]1[CH:14]=[C:15]2[C:20](=[CH:21][CH:22]=1)[N:19]=[C:18]([NH:23][C:24]([NH2:26])=[NH2+:25])[N:17]=[C:16]2[C:27]1[CH:32]=[CH:31][CH:30]=[CH:29][C:28]=1[N+:33]([O-])=O. (2) Given the product [CH2:1]([NH:8][C:9]1[CH:10]=[C:11]([CH:26]=[CH:27][CH:28]=1)[C:12]([C:14]1[CH:22]=[C:21]2[C:17](/[C:18](=[CH:24]/[NH:47][C:44]3[CH:45]=[CH:46][C:41]([N:38]4[CH2:37][CH2:36][N:35]([CH3:34])[CH2:40][CH2:39]4)=[CH:42][CH:43]=3)/[C:19](=[O:23])[NH:20]2)=[CH:16][CH:15]=1)=[O:13])[C:2]1[CH:3]=[CH:4][CH:5]=[CH:6][CH:7]=1, predict the reactants needed to synthesize it. The reactants are: [CH2:1]([NH:8][C:9]1[CH:10]=[C:11]([CH:26]=[CH:27][CH:28]=1)[C:12]([C:14]1[CH:22]=[C:21]2[C:17](/[C:18](=[CH:24]/O)/[C:19](=[O:23])[NH:20]2)=[CH:16][CH:15]=1)=[O:13])[C:2]1[CH:7]=[CH:6][CH:5]=[CH:4][CH:3]=1.C1COCC1.[CH3:34][N:35]1[CH2:40][CH2:39][N:38]([C:41]2[CH:46]=[CH:45][C:44]([NH2:47])=[CH:43][CH:42]=2)[CH2:37][CH2:36]1. (3) Given the product [Br:1][C:2]1[C:3]2[N:4]([C:9]([NH:14][CH2:22][CH2:23][CH3:24])=[C:10]([S:12][CH3:13])[N:11]=2)[CH:5]=[C:6]([CH3:8])[CH:7]=1, predict the reactants needed to synthesize it. The reactants are: [Br:1][C:2]1[C:3]2[N:4]([C:9]([N:14]([CH2:22][CH2:23][CH3:24])C(=O)OC(C)(C)C)=[C:10]([S:12][CH3:13])[N:11]=2)[CH:5]=[C:6]([CH3:8])[CH:7]=1.Cl.C(OCC)(=O)C.[OH-].[Na+]. (4) The reactants are: Cl[C:2]1[N:7]=[C:6]([C:8]2[S:12][C:11]([N:13]3[CH2:18][CH2:17][O:16][CH2:15][CH2:14]3)=[N:10][C:9]=2[C:19]2[C:20]([F:37])=[C:21]([NH:25][S:26]([C:29]3[C:34]([F:35])=[CH:33][CH:32]=[CH:31][C:30]=3[F:36])(=[O:28])=[O:27])[CH:22]=[CH:23][CH:24]=2)[CH:5]=[CH:4][N:3]=1.[CH3:38][S:39]([N:42]1[CH2:47][CH2:46][CH:45]([NH2:48])[CH2:44][CH2:43]1)(=[O:41])=[O:40]. Given the product [F:36][C:30]1[CH:31]=[CH:32][CH:33]=[C:34]([F:35])[C:29]=1[S:26]([NH:25][C:21]1[CH:22]=[CH:23][CH:24]=[C:19]([C:9]2[N:10]=[C:11]([N:13]3[CH2:18][CH2:17][O:16][CH2:15][CH2:14]3)[S:12][C:8]=2[C:6]2[CH:5]=[CH:4][N:3]=[C:2]([NH:48][CH:45]3[CH2:46][CH2:47][N:42]([S:39]([CH3:38])(=[O:41])=[O:40])[CH2:43][CH2:44]3)[N:7]=2)[C:20]=1[F:37])(=[O:28])=[O:27], predict the reactants needed to synthesize it. (5) Given the product [CH3:35][O:36][C:37]1[CH:56]=[CH:55][C:40]([C:41]([NH:34][C:30]2[N:29]=[CH:28][N:27]=[C:26]3[C:31]=2[N:32]=[CH:33][N:25]3[C@H:12]2[O:13][C@@H:14]([CH2:15][O:16][C:17](=[O:24])[C:18]3[CH:23]=[CH:22][CH:21]=[CH:20][CH:19]=3)[C@@H:10]([O:9][C:1](=[O:8])[C:2]3[CH:3]=[CH:4][CH:5]=[CH:6][CH:7]=3)[CH2:11]2)([C:42]2[CH:43]=[CH:44][CH:45]=[CH:46][CH:47]=2)[C:48]2[CH:53]=[CH:52][CH:51]=[CH:50][CH:49]=2)=[CH:39][CH:38]=1, predict the reactants needed to synthesize it. The reactants are: [C:1]([O:9][C@@H:10]1[C@H:14]([CH2:15][O:16][C:17](=[O:24])[C:18]2[CH:23]=[CH:22][CH:21]=[CH:20][CH:19]=2)[O:13][C@H:12]([N:25]2[CH:33]=[N:32][C:31]3[C:26]2=[N:27][CH:28]=[N:29][C:30]=3[NH2:34])[CH2:11]1)(=[O:8])[C:2]1[CH:7]=[CH:6][CH:5]=[CH:4][CH:3]=1.[CH3:35][O:36][C:37]1[CH:56]=[CH:55][C:40]([C:41](Cl)([C:48]2[CH:53]=[CH:52][CH:51]=[CH:50][CH:49]=2)[C:42]2[CH:47]=[CH:46][CH:45]=[CH:44][CH:43]=2)=[CH:39][CH:38]=1.CO.